From a dataset of Forward reaction prediction with 1.9M reactions from USPTO patents (1976-2016). Predict the product of the given reaction. Given the reactants [Br:1][C:2]1[CH:10]=[CH:9][C:5]([C:6]([OH:8])=O)=[C:4]([CH3:11])[CH:3]=1.[CH:12]1([NH2:15])[CH2:14][CH2:13]1.C(Cl)CCl, predict the reaction product. The product is: [Br:1][C:2]1[CH:10]=[CH:9][C:5]([C:6]([NH:15][CH:12]2[CH2:14][CH2:13]2)=[O:8])=[C:4]([CH3:11])[CH:3]=1.